Dataset: Full USPTO retrosynthesis dataset with 1.9M reactions from patents (1976-2016). Task: Predict the reactants needed to synthesize the given product. Given the product [CH2:1]([C:3]1[C:4]([C:9]([O:11][CH3:12])=[O:10])=[N:5][CH:6]=[CH:7][CH:8]=1)[CH3:2], predict the reactants needed to synthesize it. The reactants are: [CH:1]([C:3]1[C:4]([C:9]([O:11][CH3:12])=[O:10])=[N:5][CH:6]=[CH:7][CH:8]=1)=[CH2:2].